From a dataset of Full USPTO retrosynthesis dataset with 1.9M reactions from patents (1976-2016). Predict the reactants needed to synthesize the given product. Given the product [CH3:1][C:2]([CH3:9])([CH3:8])[CH2:3][C:4]([NH:11][NH2:12])=[O:5], predict the reactants needed to synthesize it. The reactants are: [CH3:1][C:2]([CH3:9])([CH3:8])[CH2:3][C:4](OC)=[O:5].O.[NH2:11][NH2:12].